From a dataset of Reaction yield outcomes from USPTO patents with 853,638 reactions. Predict the reaction yield, written as a fraction of the theoretical maximum amount of product (1.0 means a 100% yield; for example, 0.34 means a 34% yield). (1) The reactants are C(Cl)CCl.C1C=CC2N(O)N=[N:11]C=2C=1.[Cl:15][C:16]1[CH:17]=[C:18]([C:26]([C@H:28]2[CH2:30][C@@H:29]2[C:31]([OH:33])=O)=[O:27])[CH:19]=[CH:20][C:21]=1[O:22][CH:23]1[CH2:25][CH2:24]1.N. The catalyst is CN(C=O)C.O. The product is [Cl:15][C:16]1[CH:17]=[C:18]([C:26]([C@H:28]2[CH2:30][C@@H:29]2[C:31]([NH2:11])=[O:33])=[O:27])[CH:19]=[CH:20][C:21]=1[O:22][CH:23]1[CH2:25][CH2:24]1. The yield is 0.220. (2) The reactants are [CH2:1]([N:3]1[C:7]2[CH:8]=[C:9]([C:12]([F:15])([F:14])[F:13])[CH:10]=[CH:11][C:6]=2[N:5]=[C:4]1[C@H:16]([NH:18][S:19]([C:22]1[CH:23]=[N:24][C:25](SCC)=[N:26][CH:27]=1)(=[O:21])=[O:20])[CH3:17])[CH3:2].CC#N.O. The catalyst is CCO.[Ni]. The product is [CH2:1]([N:3]1[C:7]2[CH:8]=[C:9]([C:12]([F:14])([F:15])[F:13])[CH:10]=[CH:11][C:6]=2[N:5]=[C:4]1[C@H:16]([NH:18][S:19]([C:22]1[CH:23]=[N:24][CH:25]=[N:26][CH:27]=1)(=[O:21])=[O:20])[CH3:17])[CH3:2]. The yield is 0.170. (3) The reactants are O.[NH2:2][NH2:3].[F:4][C:5]1[CH:10]=[CH:9][C:8]([CH2:11][C:12]([C:14]2[C:15]([C:22]([O:24]C)=O)=[C:16]([CH3:21])[N:17]([CH3:20])[C:18]=2[CH3:19])=O)=[CH:7][C:6]=1[C:26]([N:28]1[CH2:33][CH2:32][CH:31]([O:34][CH3:35])[CH2:30][CH2:29]1)=[O:27]. The product is [F:4][C:5]1[CH:10]=[CH:9][C:8]([CH2:11][C:12]2[C:14]3[C:15](=[C:16]([CH3:21])[N:17]([CH3:20])[C:18]=3[CH3:19])[C:22](=[O:24])[NH:2][N:3]=2)=[CH:7][C:6]=1[C:26]([N:28]1[CH2:33][CH2:32][CH:31]([O:34][CH3:35])[CH2:30][CH2:29]1)=[O:27]. The yield is 0.0549. The catalyst is C(O)(=O)C. (4) The reactants are CS([C:5]1[N:10]=[C:9]([C:11]2[CH:12]=[N:13][CH:14]=[CH:15][CH:16]=2)[C:8]([CH3:17])=[CH:7][N:6]=1)(=O)=O.[O:18]1CCOCC1. No catalyst specified. The product is [CH3:17][C:8]1[C:9]([C:11]2[CH:12]=[N:13][CH:14]=[CH:15][CH:16]=2)=[N:10][C:5](=[O:18])[NH:6][CH:7]=1. The yield is 0.970.